Dataset: Forward reaction prediction with 1.9M reactions from USPTO patents (1976-2016). Task: Predict the product of the given reaction. (1) Given the reactants [Br:1][C:2]1[C:14]([CH3:15])=[CH:13][C:5]([O:6][CH2:7][CH2:8][C:9]([O:11]C)=[O:10])=[CH:4][C:3]=1[CH3:16].[Li+].[OH-].Cl, predict the reaction product. The product is: [Br:1][C:2]1[C:3]([CH3:16])=[CH:4][C:5]([O:6][CH2:7][CH2:8][C:9]([OH:11])=[O:10])=[CH:13][C:14]=1[CH3:15]. (2) Given the reactants Cl[C:2]1[N:3]=[N:4][CH:5]=[C:6](Cl)[C:7]=1[Cl:8].Cl.[CH3:11][O:12][C:13]1[CH:18]=[C:17]([O:19][CH3:20])[CH:16]=[CH:15][C:14]=1[CH:21]1[CH2:26][CH2:25][NH:24][CH2:23][CH2:22]1.C(=O)([O-])[O-].[K+].[K+].[NH2:33][NH2:34], predict the reaction product. The product is: [Cl:8][C:7]1[C:6]([N:24]2[CH2:23][CH2:22][CH:21]([C:14]3[CH:15]=[CH:16][C:17]([O:19][CH3:20])=[CH:18][C:13]=3[O:12][CH3:11])[CH2:26][CH2:25]2)=[CH:5][N:4]=[N:3][C:2]=1[NH:33][NH2:34]. (3) Given the reactants [CH3:1][C:2]#[N:3].[CH2:4]([O:6][C:7]([N:9]1[CH2:14][CH2:13][CH:12]([CH2:15][O:16][C:17]2[N:22]=[C:21]([C:23](OC)=[O:24])[CH:20]=[CH:19][CH:18]=2)[CH2:11][CH2:10]1)=[O:8])[CH3:5], predict the reaction product. The product is: [C:2]([CH2:1][C:23]([C:21]1[N:22]=[C:17]([O:16][CH2:15][CH:12]2[CH2:13][CH2:14][N:9]([C:7]([O:6][CH2:4][CH3:5])=[O:8])[CH2:10][CH2:11]2)[CH:18]=[CH:19][CH:20]=1)=[O:24])#[N:3]. (4) Given the reactants [O:1]=[C:2]1[O:6][CH2:5][C@:4]2([CH2:10][CH2:9][C@@H:8]([C:11]3[CH:16]=[CH:15][C:14]([CH2:17][C:18]([O:20]C(C)(C)C)=O)=[CH:13][CH:12]=3)[CH2:7]2)[NH:3]1.F[C:26](F)(F)[C:27](O)=O.O=C1OC[C@]2(CC[C@@H](C3C=CC(CC(O)=O)=CC=3)C2)N1.C(Cl)(=O)C(Cl)=O.[Cl-].[Al+3].[Cl-].[Cl-].C1(=O)C2C(=CC=CC=2)CCC1, predict the reaction product. The product is: [O:20]=[C:18]1[CH2:27][CH2:26][C:13]2[CH:12]=[C:11]([C@@H:8]3[CH2:9][CH2:10][C@@:4]4([NH:3][C:2](=[O:1])[O:6][CH2:5]4)[CH2:7]3)[CH:16]=[CH:15][C:14]=2[CH2:17]1. (5) Given the reactants CC(OC(OC(OC(C)(C)C)=O)=O)(C)C.C([N:23]1[CH2:28][CH2:27][C@@H:26]([CH3:29])[C@@H:25]([N:30]([CH3:38])[C:31](=[O:37])[O:32][C:33]([CH3:36])([CH3:35])[CH3:34])[CH2:24]1)C1C=CC=CC=1.C(OC(N(C)[C@@H]1[C@H](C)CCN(C(OC(C)(C)C)=O)C1)=O)(C)(C)C, predict the reaction product. The product is: [CH3:38][N:30]([C@@H:25]1[C@H:26]([CH3:29])[CH2:27][CH2:28][NH:23][CH2:24]1)[C:31](=[O:37])[O:32][C:33]([CH3:36])([CH3:34])[CH3:35].